Dataset: Reaction yield outcomes from USPTO patents with 853,638 reactions. Task: Predict the reaction yield, written as a fraction of the theoretical maximum amount of product (1.0 means a 100% yield; for example, 0.34 means a 34% yield). The reactants are Br[C:2]1[CH:7]=[CH:6][C:5]([Br:8])=[CH:4][CH:3]=1.[CH:9]1[C:21]2[NH:20][C:19]3[C:14](=[CH:15][CH:16]=[CH:17][CH:18]=3)[C:13]=2[CH:12]=[CH:11][CH:10]=1.C(=O)([O-])[O-].[K+].[K+].C1OCCOCCOCCOCCOCCOC1. The catalyst is [Cu](I)I.CN1C(=O)N(C)CCC1. The product is [Br:8][C:5]1[CH:6]=[CH:7][C:2]([N:20]2[C:21]3[CH:9]=[CH:10][CH:11]=[CH:12][C:13]=3[C:14]3[C:19]2=[CH:18][CH:17]=[CH:16][CH:15]=3)=[CH:3][CH:4]=1. The yield is 0.350.